Task: Predict the product of the given reaction.. Dataset: Forward reaction prediction with 1.9M reactions from USPTO patents (1976-2016) (1) Given the reactants [F:1][C:2]([F:20])([F:19])[C:3]([NH:5][CH2:6][C:7]1[C:8]([O:17][CH3:18])=[CH:9][C:10]([Cl:16])=[C:11]([CH:15]=1)[C:12]([NH2:14])=[O:13])=[O:4].C(Cl)(=O)[C:22](Cl)=[O:23], predict the reaction product. The product is: [F:20][C:2]([F:1])([F:19])[C:3]([NH:5][CH2:6][C:7]1[C:8]([O:17][CH3:18])=[CH:9][C:10]([Cl:16])=[C:11]([CH:15]=1)[C:12]([N:14]=[C:22]=[O:23])=[O:13])=[O:4]. (2) Given the reactants [CH3:1][C:2]1([CH3:15])[C:11]2[C:6](=[CH:7][C:8]([N+:12]([O-:14])=[O:13])=[CH:9][CH:10]=2)[NH:5][CH2:4][CH2:3]1.I[CH2:17][CH3:18].[H-].[Na+], predict the reaction product. The product is: [CH2:17]([N:5]1[C:6]2[C:11](=[CH:10][CH:9]=[C:8]([N+:12]([O-:14])=[O:13])[CH:7]=2)[C:2]([CH3:15])([CH3:1])[CH2:3][CH2:4]1)[CH3:18]. (3) Given the reactants [CH2:1]([C@H:8]1[C@@H:13]([O:14][CH2:15][C:16]2[CH:21]=[C:20]([C:22]([F:25])([F:24])[F:23])[CH:19]=[C:18]([C:26]([F:29])([F:28])[F:27])[CH:17]=2)[CH2:12][CH2:11][NH:10][CH2:9]1)[C:2]1[CH:7]=[CH:6][CH:5]=[CH:4][CH:3]=1.[N:30]([C:33]1[CH:43]=[CH:42][CH:41]=[CH:40][C:34]=1[C:35]([O:37][CH2:38][CH3:39])=[O:36])=[C:31]=[O:32], predict the reaction product. The product is: [CH2:1]([CH:8]1[CH:13]([O:14][CH2:15][C:16]2[CH:17]=[C:18]([C:26]([F:29])([F:27])[F:28])[CH:19]=[C:20]([C:22]([F:23])([F:24])[F:25])[CH:21]=2)[CH2:12][CH2:11][N:10]([C:31]([NH:30][C:33]2[CH:43]=[CH:42][CH:41]=[CH:40][C:34]=2[C:35]([O:37][CH2:38][CH3:39])=[O:36])=[O:32])[CH2:9]1)[C:2]1[CH:7]=[CH:6][CH:5]=[CH:4][CH:3]=1. (4) Given the reactants [C:1]([O:5][C:6]([NH:8][C:9]1([C:12]([OH:14])=O)[CH2:11][CH2:10]1)=[O:7])([CH3:4])([CH3:3])[CH3:2].[F:15][C:16]1[CH:17]=[C:18]([C:23]2[CH:28]=[CH:27][CH:26]=[CH:25][C:24]=2[S:29][CH3:30])[CH:19]=[CH:20][C:21]=1[NH2:22].CCOC1N(C(OCC)=O)C2C(=CC=CC=2)C=C1.C(N(CC)CC)C, predict the reaction product. The product is: [C:1]([O:5][C:6](=[O:7])[NH:8][C:9]1([C:12](=[O:14])[NH:22][C:21]2[CH:20]=[CH:19][C:18]([C:23]3[CH:28]=[CH:27][CH:26]=[CH:25][C:24]=3[S:29][CH3:30])=[CH:17][C:16]=2[F:15])[CH2:10][CH2:11]1)([CH3:2])([CH3:3])[CH3:4]. (5) Given the reactants ClC1C=C(C=CC=1)C(OO)=[O:6].[C:12]([O:16][C:17](=[O:30])[C@@H:18]([NH:22][C:23]([O:25][C:26]([CH3:29])([CH3:28])[CH3:27])=[O:24])[CH2:19][CH:20]=[CH2:21])([CH3:15])([CH3:14])[CH3:13], predict the reaction product. The product is: [C:12]([O:16][C:17](=[O:30])[C@@H:18]([NH:22][C:23]([O:25][C:26]([CH3:29])([CH3:28])[CH3:27])=[O:24])[CH2:19][CH:20]1[CH2:21][O:6]1)([CH3:15])([CH3:13])[CH3:14]. (6) Given the reactants [CH3:1][C:2]1[N:6]=[C:5]([CH3:7])[S:4][C:3]=1/[CH:8]=[CH:9]/[C:10](N(C)C)=O.[N+]([O-])(O)=O.[OH:19][CH2:20][C:21]1[CH:22]=[C:23]([NH:29][C:30]([NH2:32])=[NH:31])[CH:24]=[C:25]([CH2:27][OH:28])[CH:26]=1, predict the reaction product. The product is: [CH3:7][C:5]1[S:4][C:3]([C:8]2[CH:9]=[CH:10][N:32]=[C:30]([NH:29][C:23]3[CH:24]=[C:25]([CH2:27][OH:28])[CH:26]=[C:21]([CH2:20][OH:19])[CH:22]=3)[N:31]=2)=[C:2]([CH3:1])[N:6]=1. (7) Given the reactants [NH2:1][C:2]1[S:3][C:4]2[CH:10]=[C:9]([OH:11])[CH:8]=[CH:7][C:5]=2[N:6]=1.N1C=CC=CC=1.Cl[C:19]([O:21][CH3:22])=[O:20], predict the reaction product. The product is: [NH:1]=[C:2]1[N:6]([C:19]([O:21][CH3:22])=[O:20])[C:5]2[CH:7]=[CH:8][C:9]([O:11][C:19]([O:21][CH3:22])=[O:20])=[CH:10][C:4]=2[S:3]1. (8) Given the reactants Br[C:2]1[CH:7]=[CH:6][CH:5]=[CH:4][C:3]=1[Br:8].[Li]CCCC.Cl[Sn:15]([CH2:24][CH2:25][CH2:26][CH3:27])([CH2:20][CH2:21][CH2:22][CH3:23])[CH2:16][CH2:17][CH2:18][CH3:19], predict the reaction product. The product is: [Br:8][C:3]1[CH:4]=[CH:5][CH:6]=[CH:7][C:2]=1[Sn:15]([CH2:20][CH2:21][CH2:22][CH3:23])([CH2:24][CH2:25][CH2:26][CH3:27])[CH2:16][CH2:17][CH2:18][CH3:19]. (9) Given the reactants [N+:1]([C:4]1[CH:9]=[CH:8][C:7]([CH:10]([CH3:13])[C:11]#[N:12])=[CH:6][CH:5]=1)([O-])=O, predict the reaction product. The product is: [NH2:1][C:4]1[CH:5]=[CH:6][C:7]([CH:10]([CH3:13])[C:11]#[N:12])=[CH:8][CH:9]=1.